From a dataset of Reaction yield outcomes from USPTO patents with 853,638 reactions. Predict the reaction yield, written as a fraction of the theoretical maximum amount of product (1.0 means a 100% yield; for example, 0.34 means a 34% yield). (1) The product is [CH3:1][C:2]1[N:7]=[C:6]([C:8]2[C:9]([C:16]3[CH:25]=[C:24]4[C:19]([N:20]=[CH:21][C:22]([C:30]([NH2:28])=[O:31])=[N:23]4)=[CH:18][CH:17]=3)=[C:10]3[CH2:15][CH2:14][CH2:13][N:11]3[N:12]=2)[CH:5]=[CH:4][CH:3]=1. The reactants are [CH3:1][C:2]1[N:7]=[C:6]([C:8]2[C:9]([C:16]3[CH:25]=[C:24]4[C:19]([N:20]=[CH:21][C:22](=O)[NH:23]4)=[CH:18][CH:17]=3)=[C:10]3[CH2:15][CH2:14][CH2:13][N:11]3[N:12]=2)[CH:5]=[CH:4][CH:3]=1.C[N:28]([CH:30]=[O:31])C. The yield is 0.590. The catalyst is O=P(Cl)(Cl)Cl.C(Cl)(Cl)Cl.C(O)(C)C.[C-]#N.[C-]#N.[Zn+2].C1C=CC([P]([Pd]([P](C2C=CC=CC=2)(C2C=CC=CC=2)C2C=CC=CC=2)([P](C2C=CC=CC=2)(C2C=CC=CC=2)C2C=CC=CC=2)[P](C2C=CC=CC=2)(C2C=CC=CC=2)C2C=CC=CC=2)(C2C=CC=CC=2)C2C=CC=CC=2)=CC=1. (2) The reactants are [N+:1]([C:4]1[CH:5]=[C:6]2[C:10](=[CH:11][CH:12]=1)[NH:9][C:8](=[O:13])[CH2:7]2)([O-])=O. The catalyst is CC(N(C)C)=O.[Pd]. The product is [NH2:1][C:4]1[CH:5]=[C:6]2[C:10](=[CH:11][CH:12]=1)[NH:9][C:8](=[O:13])[CH2:7]2. The yield is 0.500. (3) The reactants are [OH:1][C:2]1[CH:3]=[C:4]([CH:8]=[CH:9][C:10]=1[OH:11])[C:5]([OH:7])=O.[CH3:12][CH2:13][CH2:14][CH:15]([NH2:19])[CH2:16][CH2:17][CH3:18]. No catalyst specified. The product is [CH3:12][CH2:13][CH2:14][CH:15]([NH:19][C:5](=[O:7])[C:4]1[CH:8]=[CH:9][C:10]([OH:11])=[C:2]([OH:1])[CH:3]=1)[CH2:16][CH2:17][CH3:18]. The yield is 0.250. (4) The reactants are [Si:1]([O:8][C:9]1[CH:14]=[C:13]([O:15][Si:16]([C:19]([CH3:22])([CH3:21])[CH3:20])([CH3:18])[CH3:17])[CH:12]=[CH:11][C:10]=1[C@@H:23]1[CH2:28][CH2:27][C@H:26]([NH2:29])[CH2:25][CH2:24]1)([C:4]([CH3:7])([CH3:6])[CH3:5])([CH3:3])[CH3:2].[C:30](Cl)(=[O:32])[CH3:31]. The catalyst is N1C=CC=CC=1.CN(C)C1C=CN=CC=1. The product is [Si:1]([O:8][C:9]1[CH:14]=[C:13]([O:15][Si:16]([C:19]([CH3:20])([CH3:21])[CH3:22])([CH3:18])[CH3:17])[CH:12]=[CH:11][C:10]=1[C@@H:23]1[CH2:24][CH2:25][C@H:26]([NH:29][C:30](=[O:32])[CH3:31])[CH2:27][CH2:28]1)([C:4]([CH3:5])([CH3:6])[CH3:7])([CH3:3])[CH3:2]. The yield is 0.500. (5) The reactants are [Cl:1][C:2]1[C:3]([CH:13](OC)[O:14]C)=[CH:4][C:5]([CH2:8][CH2:9][CH2:10][O:11][CH3:12])=[N:6][CH:7]=1.CCOC(C)=O.[OH-].[Na+]. The catalyst is Cl. The product is [Cl:1][C:2]1[C:3]([CH:13]=[O:14])=[CH:4][C:5]([CH2:8][CH2:9][CH2:10][O:11][CH3:12])=[N:6][CH:7]=1. The yield is 0.990.